Task: Predict which catalyst facilitates the given reaction.. Dataset: Catalyst prediction with 721,799 reactions and 888 catalyst types from USPTO (1) Reactant: [Cl:1][C:2]1[CH:7]=[CH:6][C:5]([S:8][C:9]2[C:17]3[C:12](=[N:13][CH:14]=[CH:15][CH:16]=3)[NH:11][C:10]=2[CH:18]=O)=[CH:4][CH:3]=1.[CH2:20]([NH2:27])[C:21]1[CH:26]=[CH:25][CH:24]=[CH:23][CH:22]=1.C(O[BH-](OC(=O)C)OC(=O)C)(=O)C.[Na+]. Product: [CH2:20]([NH:27][CH2:18][C:10]1[NH:11][C:12]2=[N:13][CH:14]=[CH:15][CH:16]=[C:17]2[C:9]=1[S:8][C:5]1[CH:6]=[CH:7][C:2]([Cl:1])=[CH:3][CH:4]=1)[C:21]1[CH:26]=[CH:25][CH:24]=[CH:23][CH:22]=1. The catalyst class is: 68. (2) Reactant: [CH2:1]([C:8]([OH:10])=[O:9])[C:2]([CH2:4]C(O)=O)=[O:3].[C:11](OC(=O)C)(=[O:13])C. Product: [CH3:4][C:2]([CH:1]1[C:8](=[O:9])[O:10][C:11]1=[O:13])=[O:3]. The catalyst class is: 15. (3) Reactant: F[C:2]1[CH:7]=[CH:6][C:5]([F:8])=[CH:4][C:3]=1[N+:9]([O-:11])=[O:10].[NH:12]1[CH:16]=[CH:15][N:14]=[C:13]1[CH2:17][CH2:18][C:19]([O:21][CH2:22][CH3:23])=[O:20].C(=O)([O-])[O-].[K+].[K+].CN(C)C(=O)C. Product: [F:8][C:5]1[CH:6]=[CH:7][C:2]([N:12]2[CH:16]=[CH:15][N:14]=[C:13]2[CH2:17][CH2:18][C:19]([O:21][CH2:22][CH3:23])=[O:20])=[C:3]([N+:9]([O-:11])=[O:10])[CH:4]=1. The catalyst class is: 13. (4) Reactant: FC(F)(F)C(O)=O.[C:8]1([C:14]2[CH:19]=[C:18]([CH:20]3[CH2:25][CH2:24][NH:23][CH2:22][CH2:21]3)[CH:17]=[CH:16][C:15]=2[NH:26][C:27]([C:29]2[NH:30][CH:31]=[C:32]([C:34]#[N:35])[N:33]=2)=[O:28])[CH2:13][CH2:12][CH2:11][CH2:10][CH:9]=1.CCN(C(C)C)C(C)C.Cl.[CH3:46][N:47]([CH2:49][C:50](Cl)=[O:51])[CH3:48]. Product: [C:8]1([C:14]2[CH:19]=[C:18]([CH:20]3[CH2:21][CH2:22][N:23]([C:50](=[O:51])[CH2:49][N:47]([CH3:48])[CH3:46])[CH2:24][CH2:25]3)[CH:17]=[CH:16][C:15]=2[NH:26][C:27]([C:29]2[NH:30][CH:31]=[C:32]([C:34]#[N:35])[N:33]=2)=[O:28])[CH2:13][CH2:12][CH2:11][CH2:10][CH:9]=1. The catalyst class is: 2. (5) Reactant: [CH3:1][C:2]1[CH:11]=[C:10]2[C:5]([C:6]([C:14]3[CH:19]=[CH:18][CH:17]=[CH:16][CH:15]=3)=[CH:7][C:8]([C:12]#[N:13])=[N:9]2)=[CH:4][CH:3]=1.[Br:20]N1C(=O)CCC1=O.N(C(C)(C)C#N)=NC(C)(C)C#N. Product: [Br:20][CH2:1][C:2]1[CH:11]=[C:10]2[C:5]([C:6]([C:14]3[CH:19]=[CH:18][CH:17]=[CH:16][CH:15]=3)=[CH:7][C:8]([C:12]#[N:13])=[N:9]2)=[CH:4][CH:3]=1. The catalyst class is: 53.